This data is from HIV replication inhibition screening data with 41,000+ compounds from the AIDS Antiviral Screen. The task is: Binary Classification. Given a drug SMILES string, predict its activity (active/inactive) in a high-throughput screening assay against a specified biological target. (1) The drug is COCC1OC(N2C(=O)NC(=O)C3C=C4CCCCC4=CC32)C(OC)C1OC. The result is 0 (inactive). (2) The drug is COc1ccc([C+]2SC(c3ccccc3)(c3ccccc3)c3ccccc32)cc1.[O-][Cl+3]([O-])([O-])O. The result is 0 (inactive). (3) The compound is O=C(CC(=O)N(C(=O)c1ccccc1)c1ccc(Cl)cc1)NN=Cc1cc(N=Nc2ccccc2Cl)ccc1O. The result is 0 (inactive).